From a dataset of Peptide-MHC class I binding affinity with 185,985 pairs from IEDB/IMGT. Regression. Given a peptide amino acid sequence and an MHC pseudo amino acid sequence, predict their binding affinity value. This is MHC class I binding data. (1) The peptide sequence is KEEHNSTWHY. The MHC is HLA-B44:02 with pseudo-sequence HLA-B44:02. The binding affinity (normalized) is 0.518. (2) The peptide sequence is SAICSVVRR. The MHC is HLA-A68:01 with pseudo-sequence HLA-A68:01. The binding affinity (normalized) is 0.690.